Predict the reaction yield, written as a fraction of the theoretical maximum amount of product (1.0 means a 100% yield; for example, 0.34 means a 34% yield). From a dataset of Reaction yield outcomes from USPTO patents with 853,638 reactions. The reactants are [NH2:1][C:2]1[C:7]2[CH2:8][C:9]([CH3:12])([CH3:11])[O:10][C:6]=2[C:5]([C:13]([NH:15][CH2:16][C@@H:17]2[CH2:22][CH2:21][N:20](C(OC(C)(C)C)=O)[CH2:19][C@H:18]2[OH:30])=[O:14])=[CH:4][C:3]=1[Cl:31]. The catalyst is Cl.CC(O)C.CO. The product is [NH2:1][C:2]1[C:7]2[CH2:8][C:9]([CH3:11])([CH3:12])[O:10][C:6]=2[C:5]([C:13]([NH:15][CH2:16][C@@H:17]2[CH2:22][CH2:21][NH:20][CH2:19][C@H:18]2[OH:30])=[O:14])=[CH:4][C:3]=1[Cl:31]. The yield is 0.730.